From a dataset of Forward reaction prediction with 1.9M reactions from USPTO patents (1976-2016). Predict the product of the given reaction. (1) Given the reactants Cl[C:2]1[CH:3]=[CH:4][C:5]2[N:6]([C:8]([CH3:14])=[C:9]([CH:11]([F:13])[F:12])[N:10]=2)[N:7]=1.[C:15]([C:17]1[N:21]([CH3:22])[N:20]=[C:19]([N:23]2[CH2:27][CH2:26][CH2:25][CH2:24]2)[N:18]=1)#[CH:16], predict the reaction product. The product is: [F:12][CH:11]([F:13])[C:9]1[N:10]=[C:5]2[CH:4]=[CH:3][C:2]([C:16]#[C:15][C:17]3[N:21]([CH3:22])[N:20]=[C:19]([N:23]4[CH2:27][CH2:26][CH2:25][CH2:24]4)[N:18]=3)=[N:7][N:6]2[C:8]=1[CH3:14]. (2) Given the reactants [CH:1]1([C:4]2[N:8]([C:9]3[N:14]=[CH:13][C:12]([NH:15][C:16](=[O:24])[CH2:17][C:18]4[CH:23]=[CH:22][CH:21]=[CH:20][N:19]=4)=[CH:11][CH:10]=3)[N:7]=[C:6]([C:25]([F:28])([F:27])[F:26])[CH:5]=2)[CH2:3][CH2:2]1.N1C=CC=CC=1CC(O)=O.[ClH:39], predict the reaction product. The product is: [ClH:39].[CH:1]1([C:4]2[N:8]([C:9]3[N:14]=[CH:13][C:12]([NH:15][C:16](=[O:24])[CH2:17][C:18]4[CH:23]=[CH:22][CH:21]=[CH:20][N:19]=4)=[CH:11][CH:10]=3)[N:7]=[C:6]([C:25]([F:28])([F:27])[F:26])[CH:5]=2)[CH2:3][CH2:2]1. (3) Given the reactants [Cl:1][C:2]1[C:3]([N:27]2[CH:31]=[C:30]([CH:32]=O)[C:29]([CH3:34])=[N:28]2)=[N:4][C:5]([NH:8][C:9]2[CH:14]=[C:13]([N+:15]([O-])=O)[C:12]([N:18]3[CH2:23][CH2:22][N:21]([CH3:24])[CH2:20][CH2:19]3)=[CH:11][C:10]=2[O:25][CH3:26])=[N:6][CH:7]=1.Cl.[NH:36]1[CH2:40][C@H:39]([OH:41])[C@H:38]([OH:42])[CH2:37]1, predict the reaction product. The product is: [Cl:1][C:2]1[C:3]([N:27]2[CH:31]=[C:30]([CH2:32][N:36]3[CH2:40][C@H:39]([OH:41])[C@H:38]([OH:42])[CH2:37]3)[C:29]([CH3:34])=[N:28]2)=[N:4][C:5]([NH:8][C:9]2[C:10]([O:25][CH3:26])=[CH:11][C:12]([N:18]3[CH2:23][CH2:22][N:21]([CH3:24])[CH2:20][CH2:19]3)=[C:13]([NH:15][C:10](=[O:25])[CH:9]=[CH2:14])[CH:14]=2)=[N:6][CH:7]=1.